Dataset: Full USPTO retrosynthesis dataset with 1.9M reactions from patents (1976-2016). Task: Predict the reactants needed to synthesize the given product. Given the product [F:1][C:2]1[CH:3]=[C:4]([CH:8]=[CH:9][C:10]=1[C:11]1[C:19]2[C:14](=[CH:15][CH:16]=[C:17]([C:20]3[O:21][C:22]([NH:25][CH:26]([CH3:27])[CH3:28])=[N:23][N:24]=3)[CH:18]=2)[N:13]([S:29]([C:32]2[CH:33]=[CH:34][C:35]([CH3:36])=[CH:37][CH:38]=2)(=[O:30])=[O:31])[CH:12]=1)[C:5]([NH2:41])=[O:6], predict the reactants needed to synthesize it. The reactants are: [F:1][C:2]1[CH:3]=[C:4]([CH:8]=[CH:9][C:10]=1[C:11]1[C:19]2[C:14](=[CH:15][CH:16]=[C:17]([C:20]3[O:21][C:22]([NH:25][CH:26]([CH3:28])[CH3:27])=[N:23][N:24]=3)[CH:18]=2)[N:13]([S:29]([C:32]2[CH:38]=[CH:37][C:35]([CH3:36])=[CH:34][CH:33]=2)(=[O:31])=[O:30])[CH:12]=1)[C:5](O)=[O:6].CC[N:41]=C=NCCCN(C)C.Cl.C1C=CC2N(O)N=NC=2C=1.N.